The task is: Predict the product of the given reaction.. This data is from Forward reaction prediction with 1.9M reactions from USPTO patents (1976-2016). (1) Given the reactants C[O:2][C:3](=[O:15])[CH2:4][C:5]1[C:13]2[C:8](=[N:9][CH:10]=[CH:11][CH:12]=2)[NH:7][C:6]=1[CH3:14].CCN(P1(N(C)CCCN1C)=NC(C)(C)C)CC.Br[CH2:35][C:36]1[CH:41]=[CH:40][C:39]([S:42]([CH3:45])(=[O:44])=[O:43])=[C:38]([C:46]([F:49])([F:48])[F:47])[CH:37]=1, predict the reaction product. The product is: [CH3:45][S:42]([C:39]1[CH:40]=[CH:41][C:36]([CH2:35][N:7]2[C:8]3=[N:9][CH:10]=[CH:11][CH:12]=[C:13]3[C:5]([CH2:4][C:3]([OH:2])=[O:15])=[C:6]2[CH3:14])=[CH:37][C:38]=1[C:46]([F:47])([F:49])[F:48])(=[O:44])=[O:43]. (2) Given the reactants [NH2:1][C:2]1[N:7]=[CH:6][C:5]([C:8]([O:10][CH3:11])=[O:9])=[CH:4][CH:3]=1.Br[CH:13]([C:15](=O)[CH:16]([CH3:18])[CH3:17])[CH3:14].CCN(C(C)C)C(C)C, predict the reaction product. The product is: [CH3:14][C:13]1[N:7]2[CH:6]=[C:5]([C:8]([O:10][CH3:11])=[O:9])[CH:4]=[CH:3][C:2]2=[N:1][C:15]=1[CH:16]([CH3:18])[CH3:17]. (3) Given the reactants COC(=O)[CH:4]([C:13]#[N:14])[C:5]1[CH:10]=[C:9]([S:11][CH3:12])[N:8]=[CH:7][N:6]=1.[Na+].[Cl-].O, predict the reaction product. The product is: [CH3:12][S:11][C:9]1[N:8]=[CH:7][N:6]=[C:5]([CH2:4][C:13]#[N:14])[CH:10]=1.